This data is from Full USPTO retrosynthesis dataset with 1.9M reactions from patents (1976-2016). The task is: Predict the reactants needed to synthesize the given product. Given the product [C:14]([C:4]1[CH:3]=[C:2]([NH:1][C:19](=[O:20])[O:21][C:22]2[CH:27]=[CH:26][CH:25]=[CH:24][CH:23]=2)[N:6]([C:7]2[CH:8]=[CH:9][C:10](=[O:13])[NH:11][CH:12]=2)[N:5]=1)([CH3:17])([CH3:16])[CH3:15], predict the reactants needed to synthesize it. The reactants are: [NH2:1][C:2]1[N:6]([C:7]2[CH:8]=[CH:9][C:10](=[O:13])[NH:11][CH:12]=2)[N:5]=[C:4]([C:14]([CH3:17])([CH3:16])[CH3:15])[CH:3]=1.Cl[C:19]([O:21][C:22]1[CH:27]=[CH:26][CH:25]=[CH:24][CH:23]=1)=[O:20].